Dataset: NCI-60 drug combinations with 297,098 pairs across 59 cell lines. Task: Regression. Given two drug SMILES strings and cell line genomic features, predict the synergy score measuring deviation from expected non-interaction effect. (1) Drug 1: CCC1=CC2CC(C3=C(CN(C2)C1)C4=CC=CC=C4N3)(C5=C(C=C6C(=C5)C78CCN9C7C(C=CC9)(C(C(C8N6C)(C(=O)OC)O)OC(=O)C)CC)OC)C(=O)OC.C(C(C(=O)O)O)(C(=O)O)O. Drug 2: C1=NC(=NC(=O)N1C2C(C(C(O2)CO)O)O)N. Cell line: OVCAR-5. Synergy scores: CSS=41.2, Synergy_ZIP=-0.466, Synergy_Bliss=0.0904, Synergy_Loewe=-6.47, Synergy_HSA=-0.0879. (2) Synergy scores: CSS=2.07, Synergy_ZIP=2.31, Synergy_Bliss=4.47, Synergy_Loewe=3.30, Synergy_HSA=2.29. Drug 1: C(=O)(N)NO. Drug 2: CC(C)(C#N)C1=CC(=CC(=C1)CN2C=NC=N2)C(C)(C)C#N. Cell line: CAKI-1.